Dataset: Reaction yield outcomes from USPTO patents with 853,638 reactions. Task: Predict the reaction yield, written as a fraction of the theoretical maximum amount of product (1.0 means a 100% yield; for example, 0.34 means a 34% yield). (1) The reactants are Br[C:2]1[CH:7]=[CH:6][C:5]([S:8]([NH:11][CH2:12][C:13]2[CH:14]=[C:15]3[C:19](=[CH:20][CH:21]=2)[N:18]([CH3:22])[N:17]=[CH:16]3)(=[O:10])=[O:9])=[C:4]([CH2:23][CH3:24])[CH:3]=1.C1(P(C2C=CC=CC=2)CCCP(C2C=CC=CC=2)C2C=CC=CC=2)C=CC=CC=1.C(N(CC)CC)C.CN(C=O)C.C[CH2:67][O:68][C:69](C)=[O:70].CCCCCC. The catalyst is C([O-])(=O)C.[Pd+2].C([O-])(=O)C.CO. The product is [CH2:23]([C:4]1[CH:3]=[C:2]([CH:7]=[CH:6][C:5]=1[S:8](=[O:10])(=[O:9])[NH:11][CH2:12][C:13]1[CH:14]=[C:15]2[C:19](=[CH:20][CH:21]=1)[N:18]([CH3:22])[N:17]=[CH:16]2)[C:69]([O:68][CH3:67])=[O:70])[CH3:24]. The yield is 0.640. (2) The reactants are Cl[C:2]1[N:7]=[N:6][C:5]([C:8]([NH2:10])=[O:9])=[C:4]([NH:11][C:12]2[N:17]=[C:16]([CH3:18])[CH:15]=[C:14]([CH3:19])[N:13]=2)[CH:3]=1.[CH2:20]([NH2:23])[CH2:21][NH2:22]. The catalyst is CS(C)=O. The product is [NH2:22][CH2:21][CH2:20][NH:23][C:2]1[N:7]=[N:6][C:5]([C:8]([NH2:10])=[O:9])=[C:4]([NH:11][C:12]2[N:17]=[C:16]([CH3:18])[CH:15]=[C:14]([CH3:19])[N:13]=2)[CH:3]=1. The yield is 0.510.